From a dataset of Reaction yield outcomes from USPTO patents with 853,638 reactions. Predict the reaction yield, written as a fraction of the theoretical maximum amount of product (1.0 means a 100% yield; for example, 0.34 means a 34% yield). The reactants are [CH3:1][O:2][C:3](=[O:16])[C:4]1[CH:9]=[C:8]([Cl:10])[CH:7]=[CH:6][C:5]=1[O:11][CH2:12][CH2:13][CH2:14][OH:15].C(N(CC)CC)C.[CH3:24][S:25](Cl)(=[O:27])=[O:26]. The catalyst is ClCCl. The product is [CH3:1][O:2][C:3](=[O:16])[C:4]1[CH:9]=[C:8]([Cl:10])[CH:7]=[CH:6][C:5]=1[O:11][CH2:12][CH2:13][CH2:14][O:15][S:25]([CH3:24])(=[O:27])=[O:26]. The yield is 0.340.